Regression. Given a peptide amino acid sequence and an MHC pseudo amino acid sequence, predict their binding affinity value. This is MHC class I binding data. From a dataset of Peptide-MHC class I binding affinity with 185,985 pairs from IEDB/IMGT. (1) The MHC is H-2-Kk with pseudo-sequence H-2-Kk. The binding affinity (normalized) is 0.857. The peptide sequence is SENDRYRLL. (2) The peptide sequence is RYQRMTGGY. The MHC is HLA-B58:01 with pseudo-sequence HLA-B58:01. The binding affinity (normalized) is 0.0847. (3) The peptide sequence is IPKAYAGPF. The MHC is HLA-B07:02 with pseudo-sequence HLA-B07:02. The binding affinity (normalized) is 0.816. (4) The peptide sequence is KTPVIVVPV. The MHC is HLA-A02:03 with pseudo-sequence HLA-A02:03. The binding affinity (normalized) is 0.391. (5) The peptide sequence is SRDKTIIMW. The MHC is HLA-B15:01 with pseudo-sequence HLA-B15:01. The binding affinity (normalized) is 0.0847. (6) The peptide sequence is GRRGWEALKY. The MHC is HLA-A03:01 with pseudo-sequence HLA-A03:01. The binding affinity (normalized) is 0. (7) The peptide sequence is RVRQLDESI. The MHC is HLA-A03:01 with pseudo-sequence HLA-A03:01. The binding affinity (normalized) is 0.0847.